This data is from Reaction yield outcomes from USPTO patents with 853,638 reactions. The task is: Predict the reaction yield, written as a fraction of the theoretical maximum amount of product (1.0 means a 100% yield; for example, 0.34 means a 34% yield). (1) The reactants are [Cl:1][C:2]1[N:7]=[CH:6][C:5]([C:8](=[O:10])[CH3:9])=[CH:4][CH:3]=1.C(O[CH:14](OCC)[N:15]([CH3:17])[CH3:16])C. No catalyst specified. The product is [Cl:1][C:2]1[N:7]=[CH:6][C:5]([C:8](=[O:10])[CH:9]=[CH:14][N:15]([CH3:17])[CH3:16])=[CH:4][CH:3]=1. The yield is 0.830. (2) The reactants are [F:1][C:2]([F:9])([F:8])[C:3]([O:5]CC)=O.C[O-].[Na+].[CH3:13][C:14]([C:16]1[CH:21]=[CH:20][C:19]([F:22])=[CH:18][CH:17]=1)=[O:15]. The catalyst is C(OC)(C)(C)C.Cl. The product is [F:9][C:2]([F:1])([F:8])[C:3](=[O:5])[CH2:13][C:14]([C:16]1[CH:21]=[CH:20][C:19]([F:22])=[CH:18][CH:17]=1)=[O:15]. The yield is 0.970. (3) The reactants are [CH2:1]([C:4]1[N:5]=[C:6]([C@@H:26]2[C@H:30]([CH2:31][CH3:32])[CH2:29][C@H:28]([NH:33][S:34]([CH:37]3[CH2:39][CH2:38]3)(=[O:36])=[O:35])[CH2:27]2)[N:7]2[C:12]3[CH:13]=[CH:14][N:15](S(C4C=CC(C)=CC=4)(=O)=O)[C:11]=3[N:10]=[CH:9][C:8]=12)[CH:2]=[CH2:3].CSC.[OH:43]O.[OH-].[Na+]. The catalyst is C1COCC1.O.CCOC(C)=O. The product is [CH2:31]([C@H:30]1[C@@H:26]([C:6]2[N:7]3[C:12]4[CH:13]=[CH:14][NH:15][C:11]=4[N:10]=[CH:9][C:8]3=[C:4]([CH2:1][CH2:2][CH2:3][OH:43])[N:5]=2)[CH2:27][C@@H:28]([NH:33][S:34]([CH:37]2[CH2:39][CH2:38]2)(=[O:35])=[O:36])[CH2:29]1)[CH3:32]. The yield is 0.370. (4) The reactants are [CH2:1]([O:8][C:9]([NH:11][C@H:12]([CH2:19][CH2:20]OS(C)(=O)=O)[CH2:13]OS(C)(=O)=O)=[O:10])[C:2]1[CH:7]=[CH:6][CH:5]=[CH:4][CH:3]=1.Cl.[NH2:27][OH:28].C([O-])(O)=O.[Na+]. The catalyst is CCN(CC)CC.CS(C)=O.Cl. The product is [CH2:1]([O:8][C:9]([NH:11][C@@H:12]1[CH2:19][CH2:20][N:27]([OH:28])[CH2:13]1)=[O:10])[C:2]1[CH:7]=[CH:6][CH:5]=[CH:4][CH:3]=1. The yield is 0.850.